Predict which catalyst facilitates the given reaction. From a dataset of Catalyst prediction with 721,799 reactions and 888 catalyst types from USPTO. (1) Reactant: Cl[C:2]1[S:6][N:5]=[C:4]([S:7][CH2:8][C:9]2[CH:14]=[CH:13][C:12]([O:15][CH3:16])=[CH:11][CH:10]=2)[N:3]=1.[CH2:17]([OH:24])[C:18]1[CH:23]=[CH:22][CH:21]=[CH:20][CH:19]=1.[H-].[Na+].[Cl-].[Na+]. Product: [CH2:17]([O:24][C:2]1[S:6][N:5]=[C:4]([S:7][CH2:8][C:9]2[CH:14]=[CH:13][C:12]([O:15][CH3:16])=[CH:11][CH:10]=2)[N:3]=1)[C:18]1[CH:23]=[CH:22][CH:21]=[CH:20][CH:19]=1. The catalyst class is: 9. (2) Reactant: [N:1]([CH2:4][C:5]1[CH:10]=[C:9]([C:11]([F:14])([F:13])[F:12])[CH:8]=[C:7]([C:15]([F:18])([F:17])[F:16])[CH:6]=1)=[N+:2]=[N-:3].[C:19]([O:23][CH2:24][CH3:25])(=[O:22])[C:20]#[CH:21]. Product: [CH2:24]([O:23][C:19]([C:20]1[N:3]=[N:2][N:1]([CH2:4][C:5]2[CH:6]=[C:7]([C:15]([F:16])([F:17])[F:18])[CH:8]=[C:9]([C:11]([F:13])([F:14])[F:12])[CH:10]=2)[CH:21]=1)=[O:22])[CH3:25]. The catalyst class is: 11. (3) Reactant: [Cl:1][C:2]1[C:3]([F:44])=[C:4]([C@@H:8]2[C@@:27]3([C:31]4[CH:32]=[N:33][C:34]([O:36][CH3:37])=[CH:35][C:30]=4[NH:29][C:28]3=[O:38])[C@H:26]([CH2:39][C:40]([CH3:43])([CH3:42])[CH3:41])[N:10]3[CH2:11][N:12]([C:15]4[CH:23]=[CH:22][C:18]([C:19](O)=[O:20])=[CH:17][C:16]=4[O:24][CH3:25])[C:13](=[O:14])[C@@H:9]23)[CH:5]=[CH:6][CH:7]=1.[OH-].[NH4+:46]. Product: [Cl:1][C:2]1[C:3]([F:44])=[C:4]([C@@H:8]2[C@@:27]3([C:31]4[CH:32]=[N:33][C:34]([O:36][CH3:37])=[CH:35][C:30]=4[NH:29][C:28]3=[O:38])[C@H:26]([CH2:39][C:40]([CH3:42])([CH3:41])[CH3:43])[N:10]3[CH2:11][N:12]([C:15]4[CH:23]=[CH:22][C:18]([C:19]([NH2:46])=[O:20])=[CH:17][C:16]=4[O:24][CH3:25])[C:13](=[O:14])[C@@H:9]23)[CH:5]=[CH:6][CH:7]=1. The catalyst class is: 1. (4) Reactant: [Br:1][C:2]1[CH:9]=[CH:8][C:5]([CH:6]=[O:7])=[CH:4][CH:3]=1.[CH3:10][C:11]([CH2:15]O)([CH2:13][OH:14])[CH3:12]. Product: [Br:1][C:2]1[CH:9]=[CH:8][C:5]([CH:6]2[O:14][CH2:13][C:11]([CH3:15])([CH3:12])[CH2:10][O:7]2)=[CH:4][CH:3]=1. The catalyst class is: 626. (5) Reactant: Br[Zn][CH2:3][C:4]([O:6][CH2:7][CH3:8])=[O:5].[CH3:9][C:10]1[C:11](=[O:20])[C:12]([CH3:19])=[C:13]([CH3:18])[C:14](=[O:17])[C:15]=1[CH3:16].Cl.C(OCC)(=O)C. Product: [CH2:7]([O:6][C:4](=[O:5])[CH2:3][C:11]1([OH:20])[C:12]([CH3:19])=[C:13]([CH3:18])[C:14](=[O:17])[C:15]([CH3:16])=[C:10]1[CH3:9])[CH3:8]. The catalyst class is: 1. (6) Reactant: [CH2:1]([O:3][C:4](=[O:18])/[CH:5]=[C:6](\[NH:14][C:15](=[O:17])[CH3:16])/[C@H:7]([CH3:13])[C@H:8]([CH3:12])[CH2:9][CH2:10][CH3:11])[CH3:2]. Product: [CH2:1]([O:3][C:4](=[O:18])[CH2:5][C@@H:6]([NH:14][C:15](=[O:17])[CH3:16])[C@H:7]([CH3:13])[C@H:8]([CH3:12])[CH2:9][CH2:10][CH3:11])[CH3:2].[CH2:1]([O:3][C:4](=[O:18])[CH2:5][C@H:6]([NH:14][C:15](=[O:17])[CH3:16])[C@H:7]([CH3:13])[C@H:8]([CH3:12])[CH2:9][CH2:10][CH3:11])[CH3:2]. The catalyst class is: 5.